From a dataset of Catalyst prediction with 721,799 reactions and 888 catalyst types from USPTO. Predict which catalyst facilitates the given reaction. (1) Product: [ClH:1].[NH:10]1[CH2:11][CH:8]([C:3]2[C:2]([Cl:1])=[N:7][CH:6]=[CH:5][N:4]=2)[CH2:9]1. The catalyst class is: 209. Reactant: [Cl:1][C:2]1[C:3]([CH:8]2[CH2:11][N:10](C(OC(C)(C)C)=O)[CH2:9]2)=[N:4][CH:5]=[CH:6][N:7]=1. (2) Reactant: [CH3:1][N:2]([CH2:12][CH2:13][O:14][C:15]1[CH:20]=[CH:19][C:18]([NH:21][S:22]([CH3:25])(=[O:24])=[O:23])=[CH:17][CH:16]=1)[CH2:3][CH2:4][C:5]1[CH:10]=[CH:9][C:8]([NH2:11])=[CH:7][CH:6]=1.[N:26]([CH2:29][CH2:30][CH2:31][S:32](Cl)(=[O:34])=[O:33])=[N+:27]=[N-:28].O. Product: [CH3:1][N:2]([CH2:12][CH2:13][O:14][C:15]1[CH:20]=[CH:19][C:18]([NH:21][S:22]([CH3:25])(=[O:24])=[O:23])=[CH:17][CH:16]=1)[CH2:3][CH2:4][C:5]1[CH:6]=[CH:7][C:8]([NH:11][S:32]([CH2:31][CH2:30][CH2:29][N:26]=[N+:27]=[N-:28])(=[O:34])=[O:33])=[CH:9][CH:10]=1. The catalyst class is: 2. (3) Product: [Si:31]([O:24][C:22]([C:8]1[CH:7]=[CH:6][CH:5]=[C:4]2[C:9]=1[N:10]=[C:11]([NH:12][C:13]([CH3:21])([CH2:15][CH2:16][S:17]([CH3:20])(=[O:19])=[O:18])[CH3:14])[C:2]([CH3:1])=[N:3]2)=[CH2:23])([C:34]([CH3:37])([CH3:36])[CH3:35])([CH3:33])[CH3:32]. The catalyst class is: 2. Reactant: [CH3:1][C:2]1[C:11]([NH:12][C:13]([CH3:21])([CH2:15][CH2:16][S:17]([CH3:20])(=[O:19])=[O:18])[CH3:14])=[N:10][C:9]2[C:4](=[CH:5][CH:6]=[CH:7][C:8]=2[C:22](=[O:24])[CH3:23])[N:3]=1.FC(F)(F)S(O[Si:31]([C:34]([CH3:37])([CH3:36])[CH3:35])([CH3:33])[CH3:32])(=O)=O. (4) Reactant: [CH3:1][O:2][C:3]1[CH:10]=[C:9]([O:11][CH3:12])[CH:8]=[CH:7][C:4]=1[CH2:5][NH2:6].C(N(CC)CC)C.Cl[C:21]1[N:28]=[CH:27][CH:26]=[CH:25][C:22]=1[C:23]#[N:24]. Product: [CH3:1][O:2][C:3]1[CH:10]=[C:9]([O:11][CH3:12])[CH:8]=[CH:7][C:4]=1[CH2:5][NH:6][C:21]1[N:28]=[CH:27][CH:26]=[CH:25][C:22]=1[C:23]#[N:24]. The catalyst class is: 80. (5) Reactant: [CH:1]([NH:4]C(C)C)(C)C.[Li]CCCC.C1COCC1.[N:18]1[CH:23]=[CH:22][CH:21]=[CH:20][C:19]=1[CH2:24][C:25]#[N:26].ClC1C=CC=CC=1CSC#N. Product: [N:18]1[CH:23]=[CH:22][CH:21]=[CH:20][C:19]=1[CH:24]([C:1]#[N:4])[C:25]#[N:26]. The catalyst class is: 93. (6) Reactant: [CH3:1][S:2][C:3]1[C:11]2[CH2:10][O:9][C:8](=[O:12])[C:7]=2[CH:6]=[CH:5][C:4]=1[CH2:13][CH2:14][N:15]1[CH2:20][CH2:19][N:18](C(OC(C)(C)C)=O)[CH2:17][CH2:16]1.[ClH:28]. Product: [Cl-:28].[CH3:1][S:2][C:3]1[C:11]2[CH2:10][O:9][C:8](=[O:12])[C:7]=2[CH:6]=[CH:5][C:4]=1[CH2:13][CH2:14][N:15]1[CH2:16][CH2:17][NH2+:18][CH2:19][CH2:20]1. The catalyst class is: 12.